This data is from Catalyst prediction with 721,799 reactions and 888 catalyst types from USPTO. The task is: Predict which catalyst facilitates the given reaction. (1) The catalyst class is: 17. Product: [Cl:13][C:10]1[CH:11]=[CH:12][C:7]([S:6][CH2:5][C:4]2[CH:27]=[CH:28][CH:29]=[C:2]([NH:1][S:31]([CH3:30])(=[O:33])=[O:32])[CH:3]=2)=[C:8]([NH:14][S:15]([C:18]2[O:19][C:20]3[CH:26]=[CH:25][CH:24]=[CH:23][C:21]=3[CH:22]=2)(=[O:17])=[O:16])[CH:9]=1. Reactant: [NH2:1][C:2]1[CH:3]=[C:4]([CH:27]=[CH:28][CH:29]=1)[CH2:5][S:6][C:7]1[CH:12]=[CH:11][C:10]([Cl:13])=[CH:9][C:8]=1[NH:14][S:15]([C:18]1[O:19][C:20]2[CH:26]=[CH:25][CH:24]=[CH:23][C:21]=2[CH:22]=1)(=[O:17])=[O:16].[CH3:30][S:31](Cl)(=[O:33])=[O:32]. (2) Reactant: [CH2:1]([O:3][C:4](=[O:43])[C:5]1[CH:10]=[C:9]([C:11]#[N:12])[C:8]([N:13]2[CH2:18][CH2:17][CH:16]([C:19](=[O:34])[N:20](CC=C)[S:21]([CH2:24][C:25]3[CH:30]=[CH:29][CH:28]=[CH:27][CH:26]=3)(=[O:23])=[O:22])[CH2:15][CH2:14]2)=[N:7][C:6]=1OS(C(F)(F)F)(=O)=O)[CH3:2].CC1(C)C2C(=C(P(C3C=CC=CC=3)C3C=CC=CC=3)C=CC=2)OC2C(P(C3C=CC=CC=3)C3C=CC=CC=3)=CC=CC1=2.[CH2:86]([SH:88])[CH3:87].CCN(C(C)C)C(C)C.[NH4+].[Cl-]. Product: [CH2:1]([O:3][C:4](=[O:43])[C:5]1[CH:10]=[C:9]([C:11]#[N:12])[C:8]([N:13]2[CH2:14][CH2:15][CH:16]([C:19](=[O:34])[NH:20][S:21]([CH2:24][C:25]3[CH:26]=[CH:27][CH:28]=[CH:29][CH:30]=3)(=[O:23])=[O:22])[CH2:17][CH2:18]2)=[N:7][C:6]=1[S:88][CH2:86][CH3:87])[CH3:2]. The catalyst class is: 102.